The task is: Predict which catalyst facilitates the given reaction.. This data is from Catalyst prediction with 721,799 reactions and 888 catalyst types from USPTO. Reactant: [N:1]1([S:11]([C:14]2[CH:15]=[C:16]([N:19]3[C:24](=[O:25])[C:23]4=[C:26]([C:29](OC)=[O:30])[S:27][CH:28]=[C:22]4[NH:21][C:20]3=[O:33])[S:17][CH:18]=2)(=[O:13])=[O:12])[C:10]2[C:5](=[CH:6][CH:7]=[CH:8][CH:9]=2)[CH2:4][CH2:3][CH2:2]1.[BH4-].[Li+].Cl. Product: [N:1]1([S:11]([C:14]2[CH:15]=[C:16]([N:19]3[C:24](=[O:25])[C:23]4=[C:26]([CH2:29][OH:30])[S:27][CH:28]=[C:22]4[NH:21][C:20]3=[O:33])[S:17][CH:18]=2)(=[O:13])=[O:12])[C:10]2[C:5](=[CH:6][CH:7]=[CH:8][CH:9]=2)[CH2:4][CH2:3][CH2:2]1. The catalyst class is: 1.